From a dataset of Forward reaction prediction with 1.9M reactions from USPTO patents (1976-2016). Predict the product of the given reaction. (1) Given the reactants [CH3:1][NH:2][C:3](=[O:17])[C:4]1[CH:9]=[C:8]([C:10]#[N:11])[C:7]([CH2:12]Br)=[CH:6][C:5]=1[O:14][CH2:15][CH3:16].[N-:18]=[N+:19]=[N-:20].[Na+], predict the reaction product. The product is: [CH3:1][NH:2][C:3](=[O:17])[C:4]1[CH:9]=[C:8]([C:10]#[N:11])[C:7]([CH2:12][N:18]=[N+:19]=[N-:20])=[CH:6][C:5]=1[O:14][CH2:15][CH3:16]. (2) Given the reactants [O:1]=[S:2]1(=[O:18])[CH2:6][CH2:5][CH2:4][N:3]1[CH2:7][C:8]1[CH:17]=[CH:16][C:11]([C:12]([O:14]C)=O)=[CH:10][N:9]=1.[CH3:19][C:20]1[C:21]([N:27]2[CH2:32][CH2:31][NH:30][CH2:29][CH2:28]2)=[N:22][CH:23]=[C:24]([CH3:26])[CH:25]=1, predict the reaction product. The product is: [CH3:19][C:20]1[C:21]([N:27]2[CH2:28][CH2:29][N:30]([C:12]([C:11]3[CH:10]=[N:9][C:8]([CH2:7][N:3]4[CH2:4][CH2:5][CH2:6][S:2]4(=[O:1])=[O:18])=[CH:17][CH:16]=3)=[O:14])[CH2:31][CH2:32]2)=[N:22][CH:23]=[C:24]([CH3:26])[CH:25]=1. (3) Given the reactants [CH2:1]([O:8][C:9]1[C:18]2[CH:17]=[N:16][CH:15]=[N:14][C:13]=2[N:12]([O:19][CH2:20][C:21]2[CH:26]=[CH:25][CH:24]=[CH:23][CH:22]=2)[C:11](=[O:27])[CH:10]=1)[C:2]1[CH:7]=[CH:6][CH:5]=[CH:4][CH:3]=1.[I:28]N1C(=O)CCC1=O.C(OCC)(=O)C.C(=O)(O)[O-].[Na+], predict the reaction product. The product is: [CH2:1]([O:8][C:9]1[C:18]2[CH:17]=[N:16][CH:15]=[N:14][C:13]=2[N:12]([O:19][CH2:20][C:21]2[CH:22]=[CH:23][CH:24]=[CH:25][CH:26]=2)[C:11](=[O:27])[C:10]=1[I:28])[C:2]1[CH:7]=[CH:6][CH:5]=[CH:4][CH:3]=1. (4) Given the reactants [N:1]1[N:2]([CH2:10][C:11]2[CH:16]=[CH:15][C:14]([OH:17])=[C:13]([N+:18]([O-:20])=[O:19])[CH:12]=2)[CH:3]=[C:4]2[C:9]=1[CH:8]=[CH:7][CH:6]=[CH:5]2.C1(O)C=CC=CC=1.[CH3:28][O:29][C:30](=[O:34])[CH:31](Br)[CH3:32], predict the reaction product. The product is: [N:1]1[N:2]([CH2:10][C:11]2[CH:16]=[CH:15][C:14]([O:17][CH:31]([CH3:32])[C:30]([O:29][CH3:28])=[O:34])=[C:13]([N+:18]([O-:20])=[O:19])[CH:12]=2)[CH:3]=[C:4]2[C:9]=1[CH:8]=[CH:7][CH:6]=[CH:5]2. (5) Given the reactants [O:1]([C:8]1[C:17]2[N:18]=[CH:19][N:20]([CH2:21][CH2:22][OH:23])[C:16]=2[C:15]2[CH:14]=[CH:13][CH:12]=[CH:11][C:10]=2[N:9]=1)[C:2]1[CH:7]=[CH:6][CH:5]=[CH:4][CH:3]=1.Cl.[N:25]1[CH:30]=[CH:29][CH:28]=[CH:27][C:26]=1[CH2:31]Cl, predict the reaction product. The product is: [O:1]([C:8]1[C:17]2[N:18]=[CH:19][N:20]([CH2:21][CH2:22][O:23][CH2:31][C:26]3[CH:27]=[CH:28][CH:29]=[CH:30][N:25]=3)[C:16]=2[C:15]2[CH:14]=[CH:13][CH:12]=[CH:11][C:10]=2[N:9]=1)[C:2]1[CH:3]=[CH:4][CH:5]=[CH:6][CH:7]=1. (6) Given the reactants [F:1][C:2]1[CH:12]=[CH:11][C:5]([CH2:6][O:7][CH2:8][CH2:9][OH:10])=[CH:4][CH:3]=1.C(N(CC)CC)C.[CH3:20][S:21](Cl)(=[O:23])=[O:22], predict the reaction product. The product is: [F:1][C:2]1[CH:3]=[CH:4][C:5]([CH2:6][O:7][CH2:8][CH2:9][O:10][S:21]([CH3:20])(=[O:23])=[O:22])=[CH:11][CH:12]=1.